The task is: Predict the reactants needed to synthesize the given product.. This data is from Full USPTO retrosynthesis dataset with 1.9M reactions from patents (1976-2016). The reactants are: [O:1]1[CH2:3][CH:2]1[C:4]1[CH:12]=[CH:11][C:10]([C:13]#[N:14])=[C:9]2[C:5]=1[CH:6]=[CH:7][N:8]2[S:15]([C:18]1[CH:24]=[CH:23][C:21]([CH3:22])=[CH:20][CH:19]=1)(=[O:17])=[O:16].[NH2:25][CH2:26][CH2:27][OH:28]. Given the product [OH:1][CH:2]([C:4]1[CH:12]=[CH:11][C:10]([C:13]#[N:14])=[C:9]2[C:5]=1[CH:6]=[CH:7][N:8]2[S:15]([C:18]1[CH:19]=[CH:20][C:21]([CH3:22])=[CH:23][CH:24]=1)(=[O:16])=[O:17])[CH2:3][NH:25][CH2:26][CH2:27][OH:28], predict the reactants needed to synthesize it.